Predict the reaction yield, written as a fraction of the theoretical maximum amount of product (1.0 means a 100% yield; for example, 0.34 means a 34% yield). From a dataset of Reaction yield outcomes from USPTO patents with 853,638 reactions. (1) The reactants are CCN(C(C)C)C(C)C.Cl.[CH2:11]([C:18]([OH:20])=O)[CH2:12][C:13]1[N:17]=[CH:16][NH:15][CH:14]=1.CN(C(ON1N=NC2C=CC=CC1=2)=[N+](C)C)C.[B-](F)(F)(F)F.[NH2:43][C@H:44]([CH2:49][C:50]1[CH:55]=[CH:54][C:53]([O:56][CH3:57])=[CH:52][CH:51]=1)[C:45]([O:47][CH3:48])=[O:46].[OH-].[Na+]. The catalyst is CN(C=O)C. The product is [NH:15]1[CH:14]=[C:13]([CH2:12][CH2:11][C:18]([NH:43][C@H:44]([CH2:49][C:50]2[CH:51]=[CH:52][C:53]([O:56][CH3:57])=[CH:54][CH:55]=2)[C:45]([O:47][CH3:48])=[O:46])=[O:20])[N:17]=[CH:16]1. The yield is 0.490. (2) The reactants are [Br:1][C:2]1[CH:3]=[C:4]([S:8](Cl)(=[O:10])=[O:9])[CH:5]=[CH:6][CH:7]=1.[CH3:12][O:13][CH2:14][CH2:15][NH2:16]. No catalyst specified. The product is [Br:1][C:2]1[CH:3]=[C:4]([S:8]([NH:16][CH2:15][CH2:14][O:13][CH3:12])(=[O:10])=[O:9])[CH:5]=[CH:6][CH:7]=1. The yield is 0.990. (3) The reactants are C1(P(=O)(C2C=CC=CC=2)C2C=CC=CC=2)C=CC=CC=1.FC(F)(F)S(OS(C(F)(F)F)(=O)=O)(=O)=O.C([S:43][CH:44]([CH2:69][N:70]1[CH2:75][CH2:74][S:73](=[O:77])(=[O:76])[CH2:72][CH2:71]1)[CH2:45][NH:46][C:47]([C:49]1[NH:50][C:51]2[C:56]([CH:57]=1)=[CH:55][CH:54]=[CH:53][C:52]=2[N:58]([CH3:68])[S:59]([C:62]1[CH:67]=[CH:66][CH:65]=[CH:64][N:63]=1)(=[O:61])=[O:60])=O)C1C=CC=CC=1. The catalyst is ClCCl.C(OCC)(=O)C. The product is [O:77]=[S:73]1(=[O:76])[CH2:72][CH2:71][N:70]([CH2:69][CH:44]2[S:43][C:47]([C:49]3[NH:50][C:51]4[C:56]([CH:57]=3)=[CH:55][CH:54]=[CH:53][C:52]=4[N:58]([CH3:68])[S:59]([C:62]3[CH:67]=[CH:66][CH:65]=[CH:64][N:63]=3)(=[O:60])=[O:61])=[N:46][CH2:45]2)[CH2:75][CH2:74]1. The yield is 0.280. (4) The reactants are [CH:1]([C:4]1[N:5]=[C:6]([CH2:9][OH:10])[S:7][CH:8]=1)([CH3:3])[CH3:2].C1OCCOCCOCCOCCOCCOC1.[H-].[Na+].[CH:31]1([N:34]2[C:43]3[C:38](=[CH:39][C:40]([F:45])=[C:41](F)[CH:42]=3)[C:37](=[O:46])[C:36](/[CH:47]=[CH:48]/[C:49]([O:51][C:52]([CH3:55])([CH3:54])[CH3:53])=[O:50])=[CH:35]2)[CH2:33][CH2:32]1.[Cl-].[NH4+]. The catalyst is CN(C)C=O. The product is [CH:31]1([N:34]2[C:43]3[C:38](=[CH:39][C:40]([F:45])=[C:41]([O:10][CH2:9][C:6]4[S:7][CH:8]=[C:4]([CH:1]([CH3:3])[CH3:2])[N:5]=4)[CH:42]=3)[C:37](=[O:46])[C:36](/[CH:47]=[CH:48]/[C:49]([O:51][C:52]([CH3:55])([CH3:54])[CH3:53])=[O:50])=[CH:35]2)[CH2:33][CH2:32]1. The yield is 0.820. (5) The reactants are [NH2:1][C:2]1[CH:15]=[CH:14][C:13]([N+:16]([O-:18])=[O:17])=[CH:12][C:3]=1[C:4]([C:6]1[CH:11]=[CH:10][CH:9]=[CH:8][CH:7]=1)=O.NS(O)(=O)=O.[C:24]([O:30][CH3:31])(=[O:29])[CH2:25][C:26]([CH3:28])=O. The catalyst is CCOC(C)=O. The product is [CH3:28][C:26]1[C:25]([C:24]([O:30][CH3:31])=[O:29])=[C:4]([C:6]2[CH:11]=[CH:10][CH:9]=[CH:8][CH:7]=2)[C:3]2[C:2](=[CH:15][CH:14]=[C:13]([N+:16]([O-:18])=[O:17])[CH:12]=2)[N:1]=1. The yield is 0.800. (6) The reactants are [N:1]([CH2:4][C:5]([C:8]1[CH:13]=[CH:12][CH:11]=[CH:10][N:9]=1)([F:7])[F:6])=[N+:2]=[N-:3].C(C1C=C(SC2C=C(C)C(O)=C(C(C)(C)C)C=2)C=C(C)C=1[OH:24])(C)(C)C.C1C=C(Cl)C=C(C(OO)=O)C=1. The catalyst is ClCCCl. The product is [N:1]([CH2:4][C:5]([C:8]1[CH:13]=[CH:12][CH:11]=[CH:10][N+:9]=1[O-:24])([F:7])[F:6])=[N+:2]=[N-:3]. The yield is 0.960. (7) The reactants are [F:1][C:2]1[CH:3]=[C:4]([C:8]2[C:9]([O:30][CH3:31])=[C:10]([C:26]([O:28][CH3:29])=[O:27])[C:11]3[N:12]=[CH:13][C:14](OS(C(F)(F)F)(=O)=O)=[N:15][C:16]=3[CH:17]=2)[CH:5]=[CH:6][CH:7]=1.[F:32][C:33]1[CH:34]=[C:35](B(O)O)[CH:36]=[CH:37][C:38]=1[F:39].C(=O)([O-])[O-].[K+].[K+]. The catalyst is O1CCOCC1.O.C1C=CC([P]([Pd]([P](C2C=CC=CC=2)(C2C=CC=CC=2)C2C=CC=CC=2)([P](C2C=CC=CC=2)(C2C=CC=CC=2)C2C=CC=CC=2)[P](C2C=CC=CC=2)(C2C=CC=CC=2)C2C=CC=CC=2)(C2C=CC=CC=2)C2C=CC=CC=2)=CC=1. The product is [F:32][C:33]1[CH:34]=[C:35]([C:14]2[CH:13]=[N:12][C:11]3[C:10]([C:26]([O:28][CH3:29])=[O:27])=[C:9]([O:30][CH3:31])[C:8]([C:4]4[CH:5]=[CH:6][CH:7]=[C:2]([F:1])[CH:3]=4)=[CH:17][C:16]=3[N:15]=2)[CH:36]=[CH:37][C:38]=1[F:39]. The yield is 0.860.